From a dataset of Full USPTO retrosynthesis dataset with 1.9M reactions from patents (1976-2016). Predict the reactants needed to synthesize the given product. (1) Given the product [CH3:15][O:16][C:17]1[CH:22]=[CH:21][C:20]([CH2:23][S:24][C:2]2[CH:14]=[CH:13][CH:12]=[CH:11][C:3]=2[O:4][CH2:5][C:6]([O:8][CH2:9][CH3:10])=[O:7])=[CH:19][CH:18]=1, predict the reactants needed to synthesize it. The reactants are: Br[C:2]1[CH:14]=[CH:13][CH:12]=[CH:11][C:3]=1[O:4][CH2:5][C:6]([O:8][CH2:9][CH3:10])=[O:7].[CH3:15][O:16][C:17]1[CH:22]=[CH:21][C:20]([CH2:23][SH:24])=[CH:19][CH:18]=1.CC1(C)C2C(=C(P(C3C=CC=CC=3)C3C=CC=CC=3)C=CC=2)OC2C(P(C3C=CC=CC=3)C3C=CC=CC=3)=CC=CC1=2.CCN(C(C)C)C(C)C. (2) The reactants are: [CH3:1][C@@H:2]1[CH2:6][S:5](=[O:8])(=[O:7])[NH:4][CH2:3]1.[CH3:9][C:10]1[CH:15]=[C:14]([CH3:16])[CH:13]=[CH:12][C:11]=1[N:17]1[CH2:22][CH2:21][N:20]([C:23]([C:25]2[CH:30]=[CH:29][C:28](I)=[CH:27][CH:26]=2)=[O:24])[CH2:19][CH2:18]1. Given the product [CH3:9][C:10]1[CH:15]=[C:14]([CH3:16])[CH:13]=[CH:12][C:11]=1[N:17]1[CH2:18][CH2:19][N:20]([C:23]([C:25]2[CH:30]=[CH:29][C:28]([N:4]3[CH2:3][C@H:2]([CH3:1])[CH2:6][S:5]3(=[O:8])=[O:7])=[CH:27][CH:26]=2)=[O:24])[CH2:21][CH2:22]1, predict the reactants needed to synthesize it. (3) Given the product [ClH:17].[ClH:51].[NH:1]1[C:5]2[CH:6]=[CH:7][CH:8]=[CH:9][C:4]=2[N:3]=[C:2]1[C:10]1[CH:11]=[C:12]([NH:13][C:22](=[O:23])[C:21]2[CH:25]=[CH:26][C:27]([N:29]3[CH2:30][C@@H:31]([CH3:37])[N:32]([CH3:36])[C@@H:33]([CH3:35])[CH2:34]3)=[CH:28][C:20]=2[C:18]#[N:19])[CH:14]=[CH:15][C:16]=1[Cl:17], predict the reactants needed to synthesize it. The reactants are: [NH:1]1[C:5]2[CH:6]=[CH:7][CH:8]=[CH:9][C:4]=2[N:3]=[C:2]1[C:10]1[CH:11]=[C:12]([CH:14]=[CH:15][C:16]=1[Cl:17])[NH2:13].[C:18]([C:20]1[CH:28]=[C:27]([N:29]2[CH2:34][C@@H:33]([CH3:35])[N:32]([CH3:36])[C@@H:31]([CH3:37])[CH2:30]2)[CH:26]=[CH:25][C:21]=1[C:22](O)=[O:23])#[N:19].C(C1C=C(F)C=CC=1C(OC)=O)#N.[ClH:51].Cl.CN1[C@H](C)CNC[C@@H]1C. (4) Given the product [NH2:3][C:2]([CH3:1])([CH3:5])[CH2:4][O:6][C:7]1[CH:22]=[CH:21][C:10]([C:11]([O:13][CH2:14][C:15]2[CH:20]=[CH:19][CH:18]=[CH:17][CH:16]=2)=[O:12])=[CH:9][CH:8]=1, predict the reactants needed to synthesize it. The reactants are: [CH3:1][C:2]1([CH3:5])[CH2:4][NH:3]1.[OH:6][C:7]1[CH:22]=[CH:21][C:10]([C:11]([O:13][CH2:14][C:15]2[CH:20]=[CH:19][CH:18]=[CH:17][CH:16]=2)=[O:12])=[CH:9][CH:8]=1. (5) Given the product [Br:1][C:2]1[CH:7]=[CH:6][C:5]([NH:8][C:9]2[C:10]3[CH:18]=[C:17]([NH:28][CH2:27][C:26]4[CH:29]=[CH:30][C:23]([O:22][CH3:21])=[CH:24][CH:25]=4)[N:16]=[CH:15][C:11]=3[N:12]=[CH:13][N:14]=2)=[CH:4][C:3]=1[Cl:20], predict the reactants needed to synthesize it. The reactants are: [Br:1][C:2]1[CH:7]=[CH:6][C:5]([NH:8][C:9]2[C:10]3[CH:18]=[C:17](F)[N:16]=[CH:15][C:11]=3[N:12]=[CH:13][N:14]=2)=[CH:4][C:3]=1[Cl:20].[CH3:21][O:22][C:23]1[CH:30]=[CH:29][C:26]([CH2:27][NH2:28])=[CH:25][CH:24]=1.